From a dataset of Forward reaction prediction with 1.9M reactions from USPTO patents (1976-2016). Predict the product of the given reaction. (1) Given the reactants O1[C:5]2([CH2:10][CH2:9][N:8]([C:11]3[CH:12]=[CH:13][C:14]([CH3:33])=[C:15]([CH:32]=3)[C:16]([NH:18][C:19]3[C:29]([CH3:30])=[CH:28][C:22]([C:23]([O:25][CH2:26][CH3:27])=[O:24])=[CH:21][C:20]=3[CH3:31])=[O:17])[CH2:7][CH2:6]2)[O:4]CC1.Cl, predict the reaction product. The product is: [CH3:31][C:20]1[CH:21]=[C:22]([CH:28]=[C:29]([CH3:30])[C:19]=1[NH:18][C:16](=[O:17])[C:15]1[CH:32]=[C:11]([N:8]2[CH2:9][CH2:10][C:5](=[O:4])[CH2:6][CH2:7]2)[CH:12]=[CH:13][C:14]=1[CH3:33])[C:23]([O:25][CH2:26][CH3:27])=[O:24]. (2) Given the reactants Cl[C:2]1[CH:3]=[C:4]2[N:11]([CH3:12])[CH2:10][CH2:9][N:5]2[C:6](=[O:8])[N:7]=1.[H-].[Na+].[F:15][C:16]1[CH:17]=[C:18]([CH2:34][OH:35])[CH:19]=[C:20]([F:33])[C:21]=1[O:22][C:23]1[CH:28]=[CH:27][CH:26]=[C:25]([C:29]([F:32])([F:31])[F:30])[CH:24]=1, predict the reaction product. The product is: [F:15][C:16]1[CH:17]=[C:18]([CH:19]=[C:20]([F:33])[C:21]=1[O:22][C:23]1[CH:28]=[CH:27][CH:26]=[C:25]([C:29]([F:30])([F:31])[F:32])[CH:24]=1)[CH2:34][O:35][C:2]1[CH:3]=[C:4]2[N:11]([CH3:12])[CH2:10][CH2:9][N:5]2[C:6](=[O:8])[N:7]=1. (3) Given the reactants [CH2:1]([O:3][C:4]1[N:9]=[CH:8][C:7]([CH2:10][N:11]2[CH:15]=[C:14]([C:16]([OH:18])=O)[C:13]([NH:19][C:20](=[O:24])[CH2:21][O:22][CH3:23])=[N:12]2)=[CH:6][CH:5]=1)[CH3:2].[ClH:25].Cl.[NH2:27][CH2:28][C:29]1[CH:30]=[C:31]2[C:36](=[CH:37][CH:38]=1)[C:35]([NH2:39])=[N:34][CH:33]=[CH:32]2.CN(C(ON1N=NC2C=CC=NC1=2)=[N+](C)C)C.F[P-](F)(F)(F)(F)F.C(N(CC)CC)C, predict the reaction product. The product is: [ClH:25].[NH2:39][C:35]1[C:36]2[C:31](=[CH:30][C:29]([CH2:28][NH:27][C:16]([C:14]3[C:13]([NH:19][C:20](=[O:24])[CH2:21][O:22][CH3:23])=[N:12][N:11]([CH2:10][C:7]4[CH:8]=[N:9][C:4]([O:3][CH2:1][CH3:2])=[CH:5][CH:6]=4)[CH:15]=3)=[O:18])=[CH:38][CH:37]=2)[CH:32]=[CH:33][N:34]=1. (4) Given the reactants [SH:1][C:2]1[N:7]=[C:6]([OH:8])[N:5]2[N:9]=[CH:10][CH:11]=[C:4]2[N:3]=1.[CH3:12]I.C, predict the reaction product. The product is: [CH3:12][S:1][C:2]1[N:7]=[C:6]([OH:8])[N:5]2[N:9]=[CH:10][CH:11]=[C:4]2[N:3]=1. (5) The product is: [CH2:2]([CH:7]1[O:33][CH:6]1[CH:25]([OH:29])[CH:26]([CH3:28])[CH3:27])[CH2:3][CH2:4][CH3:5]. Given the reactants B([CH:2]1[CH2:7][CH2:6][CH2:5][CH2:4][CH2:3]1)[CH:2]1[CH2:7][CH2:6][CH2:5][CH2:4][CH2:3]1.C#CCCCC.[Zn](CC)CC.[CH:25](=[O:29])[CH:26]([CH3:28])[CH3:27].CC([O:33]C([C@H](O)[C@@H](O)C(OC(C)C)=O)=O)C, predict the reaction product.